From a dataset of Reaction yield outcomes from USPTO patents with 853,638 reactions. Predict the reaction yield, written as a fraction of the theoretical maximum amount of product (1.0 means a 100% yield; for example, 0.34 means a 34% yield). (1) The reactants are [CH:1]1([CH2:6][C:7]([CH3:16])([C:13](=O)[CH3:14])[C:8](OCC)=[O:9])[CH2:5][CH2:4][CH2:3][CH2:2]1.[NH2:17][NH2:18]. No catalyst specified. The product is [CH:1]1([CH2:6][C:7]2([CH3:16])[C:8](=[O:9])[NH:18][N:17]=[C:13]2[CH3:14])[CH2:5][CH2:4][CH2:3][CH2:2]1. The yield is 0.730. (2) The reactants are [H-].[Na+].[CH2:3]([N:5]([CH2:9][CH3:10])[CH2:6][CH2:7][OH:8])[CH3:4].Br[CH2:12][C:13]1[N:18]=[C:17]([CH2:19][O:20][C:21]2[CH:42]=[CH:41][C:24]([C:25]([NH:27][C:28]3[CH:29]=[C:30]([CH:37]=[CH:38][C:39]=3[CH3:40])[C:31]([NH:33][CH:34]3[CH2:36][CH2:35]3)=[O:32])=[O:26])=[CH:23][CH:22]=2)[CH:16]=[CH:15][CH:14]=1. The catalyst is CC(N(C)C)=O. The product is [CH:34]1([NH:33][C:31](=[O:32])[C:30]2[CH:37]=[CH:38][C:39]([CH3:40])=[C:28]([NH:27][C:25](=[O:26])[C:24]3[CH:41]=[CH:42][C:21]([O:20][CH2:19][C:17]4[CH:16]=[CH:15][CH:14]=[C:13]([CH2:12][O:8][CH2:7][CH2:6][N:5]([CH2:9][CH3:10])[CH2:3][CH3:4])[N:18]=4)=[CH:22][CH:23]=3)[CH:29]=2)[CH2:35][CH2:36]1. The yield is 0.350. (3) The reactants are [NH:1]([C:3]1[C:4]([N:17]2[CH2:22][CH2:21][N:20]([CH3:23])[CH2:19][CH2:18]2)=[N:5][C:6]2[C:11]([N:12]=1)=[CH:10][C:9]([C:13]([F:16])([F:15])[F:14])=[CH:8][CH:7]=2)[NH2:2].[CH:24](OCC)(OCC)OCC. No catalyst specified. The product is [CH3:23][N:20]1[CH2:19][CH2:18][N:17]([C:4]2[C:3]3[N:12]([CH:24]=[N:2][N:1]=3)[C:11]3[C:6]([N:5]=2)=[CH:7][CH:8]=[C:9]([C:13]([F:15])([F:14])[F:16])[CH:10]=3)[CH2:22][CH2:21]1. The yield is 0.540. (4) The reactants are [CH3:1][C:2]1[O:6][N:5]=[C:4]([C:7]2[CH:12]=[CH:11][CH:10]=[CH:9][CH:8]=2)[C:3]=1[CH2:13][O:14][C:15]1[CH:23]=[CH:22][C:18]([C:19]([OH:21])=O)=[CH:17][N:16]=1.Cl.[O:25]1[CH2:30][CH2:29][CH2:28][CH:27]([CH2:31][NH2:32])[CH2:26]1. No catalyst specified. The product is [CH3:1][C:2]1[O:6][N:5]=[C:4]([C:7]2[CH:8]=[CH:9][CH:10]=[CH:11][CH:12]=2)[C:3]=1[CH2:13][O:14][C:15]1[CH:23]=[CH:22][C:18]([C:19]([NH:32][CH2:31][CH:27]2[CH2:28][CH2:29][CH2:30][O:25][CH2:26]2)=[O:21])=[CH:17][N:16]=1. The yield is 0.250. (5) The reactants are Cl[C:2]1[N:7]=[CH:6][N:5]=[C:4]([NH:8][C:9]2[CH:14]=[CH:13][C:12]([S:15]([NH2:18])(=[O:17])=[O:16])=[CH:11][CH:10]=2)[C:3]=1[N+:19]([O-:21])=[O:20].[F:22][C:23]1[CH:28]=[C:27]([C:29]([F:32])([F:31])[F:30])[CH:26]=[CH:25][C:24]=1B(O)O.C(=O)([O-])[O-].[Na+].[Na+].O1CCOCC1. The catalyst is O. The product is [F:22][C:23]1[CH:28]=[C:27]([C:29]([F:30])([F:31])[F:32])[CH:26]=[CH:25][C:24]=1[C:2]1[N:7]=[CH:6][N:5]=[C:4]([NH:8][C:9]2[CH:14]=[CH:13][C:12]([S:15]([NH2:18])(=[O:17])=[O:16])=[CH:11][CH:10]=2)[C:3]=1[N+:19]([O-:21])=[O:20]. The yield is 0.320.